Dataset: Forward reaction prediction with 1.9M reactions from USPTO patents (1976-2016). Task: Predict the product of the given reaction. (1) Given the reactants O[C:2]1[C:11]2[C:6](=[CH:7][CH:8]=[CH:9][N:10]=2)[N:5]=[CH:4][CH:3]=1.CS(Cl)(=O)=O.FC(F)(F)S(OS(C(F)(F)F)(=O)=O)(=O)=O.[N:32]1C2C(=CC=CC=2)[CH:35]=[CH:34][CH:33]=1, predict the reaction product. The product is: [NH2:32][C:2]1[C:11]2[C:6](=[CH:7][CH:8]=[CH:9][N:10]=2)[N:5]=[CH:4][CH:3]=1.[CH2:33]([NH2:32])[CH2:34][CH3:35]. (2) Given the reactants [C:1]([N:5]1[CH2:8][CH:7]([N:9]2[CH2:14][CH2:13][N:12](C(OC(C)(C)C)=O)[CH2:11][CH:10]2[CH2:22]C)[CH2:6]1)(=[O:4])[CH:2]=[CH2:3].CO.[ClH:26], predict the reaction product. The product is: [ClH:26].[CH3:22][CH:10]1[CH2:11][NH:12][CH2:13][CH2:14][N:9]1[CH:7]1[CH2:8][N:5]([C:1](=[O:4])[CH:2]=[CH2:3])[CH2:6]1. (3) The product is: [C:8]1([CH:2]([N:14]2[CH:42]=[C:41]([C:35]3[CH:40]=[CH:39][CH:38]=[CH:37][CH:36]=3)[N:16]=[N:15]2)[C:3]([O:5][CH2:6][CH3:7])=[O:4])[CH:13]=[CH:12][CH:11]=[CH:10][CH:9]=1. Given the reactants Br[CH:2]([C:8]1[CH:13]=[CH:12][CH:11]=[CH:10][CH:9]=1)[C:3]([O:5][CH2:6][CH3:7])=[O:4].[N-:14]=[N+:15]=[N-:16].[Na+].CS(C)=O.O=C1O[C@H]([C@H](CO)O)C([O-])=C1O.[Na+].[C:35]1([C:41]#[CH:42])[CH:40]=[CH:39][CH:38]=[CH:37][CH:36]=1, predict the reaction product. (4) The product is: [N:12]1[CH:17]=[CH:16][CH:15]=[CH:14][C:13]=1[CH2:18][CH2:19][NH:20][C:21]([C:23]1[S:31][C:30]2[C:25](=[N:26][CH:27]=[CH:28][C:29]=2[NH:11][C:7]2[CH:8]=[C:9]3[C:4](=[CH:5][CH:6]=2)[NH:3][C:2]([CH3:1])=[CH:10]3)[CH:24]=1)=[O:22]. Given the reactants [CH3:1][C:2]1[NH:3][C:4]2[C:9]([CH:10]=1)=[CH:8][C:7]([NH2:11])=[CH:6][CH:5]=2.[N:12]1[CH:17]=[CH:16][CH:15]=[CH:14][C:13]=1[CH2:18][CH2:19][NH:20][C:21]([C:23]1[S:31][C:30]2[C:25](=[N:26][CH:27]=[CH:28][C:29]=2Cl)[CH:24]=1)=[O:22], predict the reaction product. (5) The product is: [Br:24][C:8]1[C:7]([CH2:1][CH2:2][CH2:3][CH2:4][CH2:5][CH3:6])=[N:12][CH:11]=[C:10]([CH2:14][CH2:15][CH2:16][CH2:17][CH2:18][CH3:19])[N:9]=1. Given the reactants [CH2:1]([CH:7]1[NH:12][C:11](=O)[CH:10]([CH2:14][CH2:15][CH2:16][CH2:17][CH2:18][CH3:19])[NH:9][C:8]1=O)[CH2:2][CH2:3][CH2:4][CH2:5][CH3:6].P(Br)(Br)(O[Br:24])=O, predict the reaction product. (6) Given the reactants [NH2:1][C@@H:2]([CH3:20])[CH2:3][N:4]1[CH:8]=[CH:7][C:6]([C:9]2[CH:16]=[CH:15][C:12]([C:13]#[N:14])=[C:11]([N+:17]([O-:19])=[O:18])[CH:10]=2)=[N:5]1.[C:21]([C:24]1[CH:28]=[C:27]([C:29](O)=[O:30])[NH:26][N:25]=1)(=[O:23])[CH3:22], predict the reaction product. The product is: [C:21]([C:24]1[NH:25][N:26]=[C:27]([C:29]([NH:1][C@@H:2]([CH3:20])[CH2:3][N:4]2[CH:8]=[CH:7][C:6]([C:9]3[CH:16]=[CH:15][C:12]([C:13]#[N:14])=[C:11]([N+:17]([O-:19])=[O:18])[CH:10]=3)=[N:5]2)=[O:30])[CH:28]=1)(=[O:23])[CH3:22].